This data is from Reaction yield outcomes from USPTO patents with 853,638 reactions. The task is: Predict the reaction yield, written as a fraction of the theoretical maximum amount of product (1.0 means a 100% yield; for example, 0.34 means a 34% yield). (1) The reactants are [C:1]([C@H:5]1[CH2:10][CH2:9][C@H:8]([O:11][C:12]2[C:13]([C:29]3[CH:34]=[CH:33][C:32](OC(F)(F)F)=[CH:31][CH:30]=3)=[C:14]3[C:19](=[CH:20][CH:21]=2)[CH:18]=[C:17]([C@:22]2([CH3:28])[CH2:26][O:25][C:24](=[O:27])[NH:23]2)[CH:16]=[CH:15]3)[CH2:7][CH2:6]1)([CH3:4])([CH3:3])[CH3:2].[Cl:40]C1C=CC(B(O)O)=CC=1. No catalyst specified. The product is [C:1]([C@H:5]1[CH2:10][CH2:9][C@H:8]([O:11][C:12]2[C:13]([C:29]3[CH:34]=[CH:33][C:32]([Cl:40])=[CH:31][CH:30]=3)=[C:14]3[C:19](=[CH:20][CH:21]=2)[CH:18]=[C:17]([C@:22]2([CH3:28])[CH2:26][O:25][C:24](=[O:27])[NH:23]2)[CH:16]=[CH:15]3)[CH2:7][CH2:6]1)([CH3:4])([CH3:3])[CH3:2]. The yield is 0.760. (2) No catalyst specified. The reactants are [SH:1][C:2]1[S:3][C:4]2[CH2:14][CH2:13][C:12]3[C:7](=[CH:8][CH:9]=[CH:10][C:11]=3[O:15][CH2:16][C:17]([O:19]CC)=[O:18])[C:5]=2[N:6]=1.[C:22]1([CH:28]([C:32]2[CH:37]=[CH:36][CH:35]=[CH:34][CH:33]=2)[CH2:29][CH2:30]I)[CH:27]=[CH:26][CH:25]=[CH:24][CH:23]=1. The product is [C:22]1([CH:28]([C:32]2[CH:33]=[CH:34][CH:35]=[CH:36][CH:37]=2)[CH2:29][CH2:30][S:1][C:2]2[S:3][C:4]3[CH2:14][CH2:13][C:12]4[C:7](=[CH:8][CH:9]=[CH:10][C:11]=4[O:15][CH2:16][C:17]([OH:19])=[O:18])[C:5]=3[N:6]=2)[CH:27]=[CH:26][CH:25]=[CH:24][CH:23]=1. The yield is 0.340. (3) The reactants are [Br:1][C:2]1[CH:3]=[C:4]([CH:8]=[CH:9][CH:10]=1)[C:5](Cl)=[O:6].[Cl-].[Al+3].[Cl-].[Cl-].COCCOC.CCO.[CH:24]1[CH:29]=[CH:28][CH:27]=[CH:26][CH:25]=1. No catalyst specified. The product is [Br:1][C:2]1[CH:3]=[C:4]([C:5]([C:24]2[CH:29]=[CH:28][CH:27]=[CH:26][CH:25]=2)=[O:6])[CH:8]=[CH:9][CH:10]=1. The yield is 0.924. (4) The yield is 0.450. The catalyst is CN(C=O)C. The product is [NH2:12][C:13]1[N:17]([C:18]2[CH:19]=[CH:20][C:21]([N:1]3[CH:5]=[N:4][CH:3]=[N:2]3)=[C:22]([CH:25]=2)[C:23]#[N:24])[N:16]=[C:15]([C:27]([F:28])([F:29])[F:30])[C:14]=1[C:31]1[CH:36]=[C:35]([C:37]([F:39])([F:40])[F:38])[CH:34]=[C:33]([Cl:41])[CH:32]=1. The reactants are [NH:1]1[CH:5]=[N:4][CH:3]=[N:2]1.C(=O)([O-])[O-].[K+].[K+].[NH2:12][C:13]1[N:17]([C:18]2[CH:19]=[CH:20][C:21](F)=[C:22]([CH:25]=2)[C:23]#[N:24])[N:16]=[C:15]([C:27]([F:30])([F:29])[F:28])[C:14]=1[C:31]1[CH:36]=[C:35]([C:37]([F:40])([F:39])[F:38])[CH:34]=[C:33]([Cl:41])[CH:32]=1.O. (5) The reactants are Cl[C:2]1[C:3](=[O:16])[NH:4][C:5]2[C:10]([N:11]=1)=[CH:9][C:8]([C:12]([O:14][CH3:15])=[O:13])=[CH:7][CH:6]=2.[CH3:17][NH:18][CH:19]([CH3:21])[CH3:20].CCN(C(C)C)C(C)C. The catalyst is CS(C)=O. The product is [CH3:17][N:18]([CH:19]([CH3:21])[CH3:20])[C:2]1[C:3](=[O:16])[NH:4][C:5]2[C:10]([N:11]=1)=[CH:9][C:8]([C:12]([O:14][CH3:15])=[O:13])=[CH:7][CH:6]=2. The yield is 0.720. (6) The reactants are [CH3:1][O:2][C:3]1[C:18]([O:19][CH3:20])=[CH:17][C:6]2[CH2:7][C:8](=[O:16])[N:9]([CH2:12][CH2:13][CH:14]=O)[CH2:10][CH2:11][C:5]=2[CH:4]=1.[CH3:21][NH2:22].[BH4-].[Na+]. The catalyst is CO. The product is [CH3:1][O:2][C:3]1[C:18]([O:19][CH3:20])=[CH:17][C:6]2[CH2:7][C:8](=[O:16])[N:9]([CH2:12][CH2:13][CH2:14][NH:22][CH3:21])[CH2:10][CH2:11][C:5]=2[CH:4]=1. The yield is 0.800.